From a dataset of Full USPTO retrosynthesis dataset with 1.9M reactions from patents (1976-2016). Predict the reactants needed to synthesize the given product. Given the product [OH:6][CH2:7][C:8]1[CH:13]=[CH:12][N:11]=[C:10]([NH:14][C:15]2[S:16][C:17]([C:20]#[N:21])=[CH:18][N:19]=2)[C:9]=1[CH3:22], predict the reactants needed to synthesize it. The reactants are: C([SiH2][O:6][C:7](C)(C)[C:8]1[CH:13]=[CH:12][N:11]=[C:10]([NH:14][C:15]2[S:16][C:17]([C:20]#[N:21])=[CH:18][N:19]=2)[C:9]=1[CH3:22])(C)(C)C.C1C=CN=CC=1.F.C([O-])([O-])=O.[K+].[K+].